The task is: Predict the reactants needed to synthesize the given product.. This data is from Full USPTO retrosynthesis dataset with 1.9M reactions from patents (1976-2016). (1) The reactants are: ClCCl.O[CH:5]([C:18]1[CH:26]=[C:25]2[C:21]([CH:22]=[CH:23][N:24]2[CH:27]([CH3:29])[CH3:28])=[CH:20][CH:19]=1)[C@@H:6]1[CH2:10][CH2:9][CH2:8][N:7]1[C:11](OC(C)(C)C)=O.CS(Cl)(=O)=O. Given the product [CH:27]([N:24]1[C:25]2[C:21](=[CH:20][CH:19]=[C:18]([CH2:5][C@@H:6]3[CH2:10][CH2:9][CH2:8][N:7]3[CH3:11])[CH:26]=2)[CH:22]=[CH:23]1)([CH3:28])[CH3:29], predict the reactants needed to synthesize it. (2) Given the product [CH2:4]([C:3]1[N:6]=[C:12]([CH2:13][CH2:14][NH2:15])[O:1][N:2]=1)[CH3:5], predict the reactants needed to synthesize it. The reactants are: [OH:1][NH:2][C:3](=[NH:6])[CH2:4][CH3:5].[H-].[Na+].C(O[C:12](=O)[CH2:13][CH2:14][NH:15]C(OC(C)(C)C)=O)C.O. (3) The reactants are: [CH2:1]([O:8][C:9]1[CH:14]=[CH:13][N:12]([CH2:15][C:16]([C:18]2[CH:23]=[CH:22][C:21]([CH2:24]Br)=[CH:20][C:19]=2[CH3:26])=[O:17])[C:11](=[O:27])[CH:10]=1)[C:2]1[CH:7]=[CH:6][CH:5]=[CH:4][CH:3]=1.Cl.[OH:29][CH:30]1[CH2:33][NH:32][CH2:31]1. Given the product [CH2:1]([O:8][C:9]1[CH:14]=[CH:13][N:12]([CH2:15][C:16]([C:18]2[CH:23]=[CH:22][C:21]([CH2:24][N:32]3[CH2:33][CH:30]([OH:29])[CH2:31]3)=[CH:20][C:19]=2[CH3:26])=[O:17])[C:11](=[O:27])[CH:10]=1)[C:2]1[CH:7]=[CH:6][CH:5]=[CH:4][CH:3]=1, predict the reactants needed to synthesize it. (4) Given the product [C:14]([C:13]1[C:17]([CH3:25])=[C:18]([I:24])[C:19]([F:23])=[C:20]([O:21][CH3:22])[C:12]=1[NH:11][C:9](=[O:10])[C:8]([CH3:26])([CH3:7])[CH3:27])#[N:16], predict the reactants needed to synthesize it. The reactants are: N1C=CC=CC=1.[CH3:7][C:8]([CH3:27])([CH3:26])[C:9]([NH:11][C:12]1[C:20]([O:21][CH3:22])=[C:19]([F:23])[C:18]([I:24])=[C:17]([CH3:25])[C:13]=1[C:14]([NH2:16])=O)=[O:10].FC(F)(F)S(OS(C(F)(F)F)(=O)=O)(=O)=O. (5) Given the product [CH3:11][N:7]1[CH2:8][CH:9]([OH:10])[C:4]2[CH:3]=[CH:2][S:1][C:5]=2[CH2:6]1, predict the reactants needed to synthesize it. The reactants are: [S:1]1[C:5]2[CH2:6][NH:7][CH2:8][CH:9]([OH:10])[C:4]=2[CH:3]=[CH:2]1.[C:11](=O)([O-])[O-].[Na+].[Na+].CI.O. (6) Given the product [F:1][C:2]1[CH:7]=[C:6]([I:8])[CH:5]=[CH:4][C:3]=1[NH:9][C:10]1[C:11]([NH:19][S:20]([C:23]2([CH2:26][C:27]([OH:29])=[O:28])[CH2:24][CH2:25]2)(=[O:22])=[O:21])=[CH:12][N:13]([CH3:18])[C:14](=[O:17])[C:15]=1[CH3:16], predict the reactants needed to synthesize it. The reactants are: [F:1][C:2]1[CH:7]=[C:6]([I:8])[CH:5]=[CH:4][C:3]=1[NH:9][C:10]1[C:11]([NH:19][S:20]([C:23]2([CH2:26][CH:27]=[O:28])[CH2:25][CH2:24]2)(=[O:22])=[O:21])=[CH:12][N:13]([CH3:18])[C:14](=[O:17])[C:15]=1[CH3:16].[OH:29]P([O-])(O)=O.[K+].CC(=CC)C.Cl([O-])=O.[Na+].Cl. (7) The reactants are: C1(OC)C=CC=CC=1.[Cl-].[Al+3].[Cl-].[Cl-].[NH2:13][C:14]1[S:15][C:16]([C:28]([O:30][CH2:31][CH3:32])=[O:29])=[C:17]([CH2:19][O:20]CC2C=CC=CC=2)[N:18]=1. Given the product [NH2:13][C:14]1[S:15][C:16]([C:28]([O:30][CH2:31][CH3:32])=[O:29])=[C:17]([CH2:19][OH:20])[N:18]=1, predict the reactants needed to synthesize it.